Predict the reaction yield, written as a fraction of the theoretical maximum amount of product (1.0 means a 100% yield; for example, 0.34 means a 34% yield). From a dataset of Reaction yield outcomes from USPTO patents with 853,638 reactions. The reactants are [C:1]([C:5]1[CH:6]=[C:7]([NH:25][C:26]([NH:28][C@@H:29]2[C:38]3[C:33](=[CH:34][CH:35]=[CH:36][CH:37]=3)[C@H:32]([O:39][C:40]3[CH:41]=[CH:42][C:43]4[N:44]([C:46]([C@@H:49]5[CH2:53][CH2:52][CH2:51][N:50]5[CH3:54])=[N:47][N:48]=4)[CH:45]=3)[CH2:31][CH2:30]2)=[O:27])[N:8]([C:10]2[CH:15]=[C:14]([Cl:16])[CH:13]=[C:12]([O:17][Si](C(C)(C)C)(C)C)[CH:11]=2)[N:9]=1)([CH3:4])([CH3:3])[CH3:2].CCCC[N+](CCCC)(CCCC)CCCC.[F-]. The catalyst is C1COCC1.O. The product is [C:1]([C:5]1[CH:6]=[C:7]([NH:25][C:26]([NH:28][C@@H:29]2[C:38]3[C:33](=[CH:34][CH:35]=[CH:36][CH:37]=3)[C@H:32]([O:39][C:40]3[CH:41]=[CH:42][C:43]4[N:44]([C:46]([C@@H:49]5[CH2:53][CH2:52][CH2:51][N:50]5[CH3:54])=[N:47][N:48]=4)[CH:45]=3)[CH2:31][CH2:30]2)=[O:27])[N:8]([C:10]2[CH:11]=[C:12]([OH:17])[CH:13]=[C:14]([Cl:16])[CH:15]=2)[N:9]=1)([CH3:4])([CH3:2])[CH3:3]. The yield is 0.300.